The task is: Predict the reactants needed to synthesize the given product.. This data is from Full USPTO retrosynthesis dataset with 1.9M reactions from patents (1976-2016). (1) Given the product [NH2:62][C:59]1[N:60]=[CH:61][C:56]([C:38]2[N:37]=[C:36]3[C:41]([N:42]=[C:43]([N:44]4[CH2:49][CH2:48][N:47]([C:64](=[O:65])[CH2:63][OH:66])[CH2:46][CH2:45]4)[N:35]3[CH2:31][CH:32]([CH3:34])[CH3:33])=[C:40]([N:50]3[CH2:55][CH2:54][O:53][CH2:52][CH2:51]3)[N:39]=2)=[CH:57][N:58]=1, predict the reactants needed to synthesize it. The reactants are: O.ON1C2C=CC=CC=2N=N1.Cl.C(N=C=NCCCN(C)C)C.C(N(CC)CC)C.[CH2:31]([N:35]1[C:43]([N:44]2[CH2:49][CH2:48][NH:47][CH2:46][CH2:45]2)=[N:42][C:41]2[C:36]1=[N:37][C:38]([C:56]1[CH:57]=[N:58][C:59]([NH2:62])=[N:60][CH:61]=1)=[N:39][C:40]=2[N:50]1[CH2:55][CH2:54][O:53][CH2:52][CH2:51]1)[CH:32]([CH3:34])[CH3:33].[C:63](O)(=[O:66])[CH2:64][OH:65]. (2) The reactants are: Br[C:2]1[CH:11]=[CH:10][C:9](Br)=[C:8]2[C:3]=1[N:4]=[CH:5][CH:6]=[N:7]2.C(=O)([O-])[O-].[K+].[K+].Cl.C1C(=O)N(Br)C(=O)C1. Given the product [N:4]1[C:3]2[C:8](=[CH:9][CH:10]=[CH:11][CH:2]=2)[N:7]=[CH:6][CH:5]=1, predict the reactants needed to synthesize it. (3) Given the product [CH2:1]([O:4][CH:6]1[CH2:7][CH2:8][CH2:9][CH2:10][O:5]1)[C:2]#[CH:3], predict the reactants needed to synthesize it. The reactants are: [CH2:1]([OH:4])[C:2]#[CH:3].[O:5]1[CH:10]=[CH:9][CH2:8][CH2:7][CH2:6]1. (4) Given the product [NH2:38][C:19]1[C:18]2[N:23]=[C:24]([CH2:33][CH2:34][CH2:35][CH3:36])[N:25]([CH2:26][CH2:27][NH:28][S:29]([CH3:32])(=[O:30])=[O:31])[C:17]=2[C:16]2[CH:15]=[CH:14][C:13]([Br:12])=[CH:22][C:21]=2[N:20]=1, predict the reactants needed to synthesize it. The reactants are: ClC1C=C(C=CC=1)C(OO)=O.[Br:12][C:13]1[CH:14]=[CH:15][C:16]2[C:17]3[N:25]([CH2:26][CH2:27][NH:28][S:29]([CH3:32])(=[O:31])=[O:30])[C:24]([CH2:33][CH2:34][CH2:35][CH3:36])=[N:23][C:18]=3[CH:19]=[N:20][C:21]=2[CH:22]=1.[OH-].[NH4+:38].C1(C)C=CC(S(Cl)(=O)=O)=CC=1.C(=O)([O-])[O-].[K+].[K+]. (5) Given the product [Br:1][C:2]1[CH:3]=[C:4]([C:9]2[N:13]([C:14]3[CH:19]=[CH:18][CH:17]=[C:16]([Cl:20])[CH:15]=3)[N:12]=[C:11]([C:21]([N:47]3[CH2:51][C:50](=[O:52])[NH:49][CH2:48]3)=[O:23])[CH:10]=2)[CH:5]=[CH:6][C:7]=1[F:8], predict the reactants needed to synthesize it. The reactants are: [Br:1][C:2]1[CH:3]=[C:4]([C:9]2[N:13]([C:14]3[CH:19]=[CH:18][CH:17]=[C:16]([Cl:20])[CH:15]=3)[N:12]=[C:11]([C:21]([OH:23])=O)[CH:10]=2)[CH:5]=[CH:6][C:7]=1[F:8].ClC1C=C(N2C(C3C=C(F)C=C(Cl)C=3)=CC(C([N:47]3[CH2:51][C:50](=[O:52])[NH:49][CH2:48]3)=O)=N2)C=CC=1F. (6) Given the product [Cl:12][C:4]1[CH:3]=[C:2]([NH:1][CH2:16][CH2:17][CH2:25][C:24]([O:27][CH2:28][CH3:29])=[O:26])[CH:11]=[CH:10][C:5]=1[C:6]([O:8][CH3:9])=[O:7], predict the reactants needed to synthesize it. The reactants are: [NH2:1][C:2]1[CH:11]=[CH:10][C:5]([C:6]([O:8][CH3:9])=[O:7])=[C:4]([Cl:12])[CH:3]=1.[I-].[Na+].N1C(C)=CC=[CH:17][C:16]=1C.O.[C:24]([O:27][CH2:28][CH3:29])(=[O:26])[CH3:25]. (7) Given the product [CH3:12][S:11][C:3]([S:2][CH3:1])([CH2:7][CH2:8][S:9][CH3:10])[C:4]([O-:6])=[O:5].[Ca+2:17].[CH3:12][S:11][C:3]([S:2][CH3:1])([CH2:7][CH2:8][S:9][CH3:10])[C:4]([O-:6])=[O:5], predict the reactants needed to synthesize it. The reactants are: [CH3:1][S:2][C:3]([S:11][CH3:12])([CH2:7][CH2:8][S:9][CH3:10])[C:4]([OH:6])=[O:5].C([O-])(=O)C.[Ca+2:17].C([O-])(=O)C. (8) Given the product [CH3:7][C:6]1[CH:5]=[CH:4][S:3][C:2]=1[C:13]1[CH:14]=[CH:15][C:10]([CH:8]=[O:9])=[CH:11][CH:12]=1, predict the reactants needed to synthesize it. The reactants are: Br[C:2]1[S:3][CH:4]=[CH:5][C:6]=1[CH3:7].[CH:8]([C:10]1[CH:15]=[CH:14][C:13](B(O)O)=[CH:12][CH:11]=1)=[O:9].C([O-])([O-])=O.[Na+].[Na+]. (9) Given the product [Cl:29][C:6]1[C:5]([F:30])=[N:4][C:3]([F:31])=[C:2]([Cl:1])[C:7]=1[CH2:8][C:9]([O:11][CH2:12][C:13]1[CH:18]=[CH:17][CH:16]=[CH:15][CH:14]=1)=[O:10], predict the reactants needed to synthesize it. The reactants are: [Cl:1][C:2]1[C:3]([F:31])=[N:4][C:5]([F:30])=[C:6]([Cl:29])[C:7]=1[CH:8](C(OCC1C=CC=CC=1)=O)[C:9]([O:11][CH2:12][C:13]1[CH:18]=[CH:17][CH:16]=[CH:15][CH:14]=1)=[O:10].O.